Dataset: Tox21: 12 toxicity assays (nuclear receptors and stress response pathways). Task: Binary classification across 12 toxicity assays. (1) The compound is O=C(O)c1cc(Oc2ccc(C(F)(F)F)cc2Cl)ccc1[N+](=O)[O-]. It tested positive (active) for: NR-Aromatase (Aromatase enzyme inhibition). (2) The molecule is COC(=O)C(CN)c1c[nH]c2ccc(OC)cc12. It tested positive (active) for: NR-AhR (Aryl hydrocarbon Receptor agonist activity). (3) The drug is CCC(=O)N(c1ccccc1)C1CCN(CCc2ccccc2)CC1. It tested positive (active) for: NR-AR (Androgen Receptor agonist activity), and NR-AR-LBD (Androgen Receptor Ligand Binding Domain agonist). (4) The molecule is CON(C)C(=O)Nc1ccc(Br)cc1. It tested positive (active) for: NR-AhR (Aryl hydrocarbon Receptor agonist activity). (5) The molecule is Nc1ccc(/N=N\c2ccccc2)c(N)c1. It tested positive (active) for: NR-AhR (Aryl hydrocarbon Receptor agonist activity), NR-ER (Estrogen Receptor agonist activity), SR-ARE (Antioxidant Response Element (oxidative stress)), SR-ATAD5 (ATAD5 genotoxicity (DNA damage)), and SR-MMP (Mitochondrial Membrane Potential disruption). (6) The molecule is Oc1ccc(C2(c3ccc(O)cc3)c3ccccc3-c3ccccc32)cc1. It tested positive (active) for: SR-p53 (p53 tumor suppressor activation). (7) The drug is Clc1ccccc1-c1nnc(-c2ccccc2Cl)nn1. It tested positive (active) for: NR-AhR (Aryl hydrocarbon Receptor agonist activity), NR-ER (Estrogen Receptor agonist activity), and SR-ATAD5 (ATAD5 genotoxicity (DNA damage)).